Dataset: Forward reaction prediction with 1.9M reactions from USPTO patents (1976-2016). Task: Predict the product of the given reaction. (1) The product is: [CH3:19][N:15]1[C:16](=[O:18])[C:17]2[C:46]([C:45]([O:48][CH3:49])=[O:47])=[C:10]([CH2:9][N:40]3[C:39]4[CH:41]=[CH:42][CH:43]=[CH:44][C:38]=4[N:37]=[C:36]3[NH:35][CH3:34])[S:11][C:12]=2[N:13]([CH:21]([CH3:22])[CH3:23])[C:14]1=[O:20]. Given the reactants OC1CON(C([C:9]2[C:17]3[C:16](=[O:18])[N:15]([CH3:19])[C:14](=[O:20])[N:13]([CH:21]([CH3:23])[CH3:22])[C:12]=3[S:11][C:10]=2CC2C3C(=NC=CC=3)NC=2)=O)C1.[CH3:34][NH:35][C:36]1[NH:37][C:38]2[CH:44]=[CH:43][CH:42]=[CH:41][C:39]=2[N:40]=1.[C:45]([O:48][CH2:49]C)(=[O:47])[CH3:46], predict the reaction product. (2) Given the reactants Br[C:2]1[CH:7]=[CH:6][C:5](O)=[C:4](F)[CH:3]=1.O1CCCCC1O[C:17]1[CH:22]=[CH:21][C:20](OB(O)O)=[CH:19][CH:18]=1, predict the reaction product. The product is: [C:2]1([C:17]2[CH:22]=[CH:21][CH:20]=[CH:19][CH:18]=2)[CH:7]=[CH:6][CH:5]=[CH:4][CH:3]=1. (3) The product is: [Cl:1][C:2]1[CH:15]=[C:14]([Cl:16])[C:13]([O:17][C:18]2[N:22]([CH3:23])[N:21]=[C:20]([CH3:24])[C:19]=2[CH2:25][CH2:26][CH3:27])=[CH:12][C:3]=1[O:4][CH:5]([CH3:11])[C:6]([O:8][CH2:9][CH3:10])=[O:7]. Given the reactants [Cl:1][C:2]1[CH:15]=[C:14]([Cl:16])[C:13]([O:17][C:18]2[N:22]([CH3:23])[N:21]=[C:20]([CH3:24])[C:19]=2[CH:25]=[CH:26][CH3:27])=[CH:12][C:3]=1[O:4][CH:5]([CH3:11])[C:6]([O:8][CH2:9][CH3:10])=[O:7], predict the reaction product. (4) Given the reactants [CH3:1][O:2][C:3](=[O:9])[CH:4]([OH:8])[CH2:5][CH:6]=[CH2:7].N1C(C)=CC=CC=1C.[F:18][C:19]([F:32])([F:31])[S:20](O[S:20]([C:19]([F:32])([F:31])[F:18])(=[O:22])=[O:21])(=[O:22])=[O:21].Cl, predict the reaction product. The product is: [CH3:1][O:2][C:3](=[O:9])[CH:4]([O:8][S:20]([C:19]([F:32])([F:31])[F:18])(=[O:22])=[O:21])[CH2:5][CH:6]=[CH2:7]. (5) Given the reactants [Cl:1][C:2]1[CH:3]=[C:4]([NH:9][C:10]2[C:19]3[C:14](=[CH:15][C:16]([O:23][CH2:24][C:25]4([CH3:29])[CH2:28][O:27][CH2:26]4)=[C:17]([N+:20]([O-])=O)[CH:18]=3)[N:13]=[CH:12][N:11]=2)[CH:5]=[CH:6][C:7]=1[F:8].Cl.[OH-].[Na+], predict the reaction product. The product is: [Cl:1][C:2]1[CH:3]=[C:4]([NH:9][C:10]2[C:19]3[C:14](=[CH:15][C:16]([O:23][CH2:24][C:25]4([CH3:29])[CH2:28][O:27][CH2:26]4)=[C:17]([NH2:20])[CH:18]=3)[N:13]=[CH:12][N:11]=2)[CH:5]=[CH:6][C:7]=1[F:8]. (6) The product is: [O:32]=[S:29]1(=[O:33])[CH2:30][CH2:31][N:26]([CH2:2][C:3]([NH:5][C:6]2[CH:25]=[CH:24][C:9]3[N:10]=[C:11]([NH:14][C@H:15]4[C:23]5[C:18](=[CH:19][CH:20]=[CH:21][CH:22]=5)[CH2:17][CH2:16]4)[O:12][CH2:13][C:8]=3[CH:7]=2)=[O:4])[CH2:27][CH2:28]1. Given the reactants Cl[CH2:2][C:3]([NH:5][C:6]1[CH:25]=[CH:24][C:9]2[N:10]=[C:11]([NH:14][C@H:15]3[C:23]4[C:18](=[CH:19][CH:20]=[CH:21][CH:22]=4)[CH2:17][CH2:16]3)[O:12][CH2:13][C:8]=2[CH:7]=1)=[O:4].[NH:26]1[CH2:31][CH2:30][S:29](=[O:33])(=[O:32])[CH2:28][CH2:27]1, predict the reaction product.